Dataset: Reaction yield outcomes from USPTO patents with 853,638 reactions. Task: Predict the reaction yield, written as a fraction of the theoretical maximum amount of product (1.0 means a 100% yield; for example, 0.34 means a 34% yield). (1) The reactants are [CH3:1][CH:2]1[CH2:7][CH2:6][CH2:5][C:4](=O)[CH2:3]1.C[N:10]1[CH:15]=[C:14]([N+:16]([O-:18])=[O:17])[CH:13]=C([N+]([O-])=O)C1=O.N. No catalyst specified. The product is [CH3:1][CH:2]1[CH2:3][C:4]2[N:10]=[CH:15][C:14]([N+:16]([O-:18])=[O:17])=[CH:13][C:5]=2[CH2:6][CH2:7]1. The yield is 0.630. (2) The reactants are Cl[C:2]1[N:7]=[C:6]([NH:8][CH:9]2[CH2:17][CH:16]3[N:12]([CH2:13][CH2:14][CH2:15]3)[C:11]([CH3:19])([CH3:18])[CH2:10]2)[C:5]([F:20])=[CH:4][N:3]=1.[NH2:21][C:22]1[CH:23]=[CH:24][C:25]([O:35][CH:36]2[CH2:39][O:38][CH2:37]2)=[C:26]([N:28]2[C:32](=[O:33])[N:31]([CH3:34])[N:30]=[N:29]2)[CH:27]=1.C1C=CC(P(C2C(C3C(P(C4C=CC=CC=4)C4C=CC=CC=4)=CC=C4C=3C=CC=C4)=C3C(C=CC=C3)=CC=2)C2C=CC=CC=2)=CC=1.C([O-])([O-])=O.[Cs+].[Cs+]. The product is [NH3:3].[CH3:32][OH:33].[F:20][C:5]1[C:6]([NH:8][CH:9]2[CH2:17][CH:16]3[N:12]([CH2:13][CH2:14][CH2:15]3)[C:11]([CH3:19])([CH3:18])[CH2:10]2)=[N:7][C:2]([NH:21][C:22]2[CH:23]=[CH:24][C:25]([O:35][CH:36]3[CH2:39][O:38][CH2:37]3)=[C:26]([N:28]3[C:32](=[O:33])[N:31]([CH3:34])[N:30]=[N:29]3)[CH:27]=2)=[N:3][CH:4]=1. The catalyst is CC([O-])=O.CC([O-])=O.[Pd+2].O1CCOCC1. The yield is 0.0100. (3) The reactants are [Br:1][C:2]1[CH:7]=[C:6]([N+:8]([O-])=O)[CH:5]=[CH:4][C:3]=1[CH2:11][CH3:12]. The catalyst is CO.[Ni]. The product is [Br:1][C:2]1[CH:7]=[C:6]([CH:5]=[CH:4][C:3]=1[CH2:11][CH3:12])[NH2:8]. The yield is 0.480. (4) The reactants are Cl.[NH2:2][C:3]([NH2:5])=[NH:4].CN(C)[CH:8]=[CH:9][C:10]([C:12]1[CH:21]=[CH:20][C:19]2[NH:18][C:17](=[O:22])[C:16]3[NH:23][CH:24]=[CH:25][C:15]=3[C:14]=2[CH:13]=1)=O.[CH2:27]([C:29]([O-:31])=[O:30])[CH3:28]. The catalyst is CC(N(C)C)=O. The product is [NH2:4][C:3]1[N:5]=[C:10]([C:12]2[CH:21]=[CH:20][C:19]3[NH:18][C:17](=[O:22])[C:16]4[NH:23][CH:24]=[CH:25][C:15]=4[C:14]=3[CH:13]=2)[CH:9]=[CH:8][N:2]=1.[CH2:27]([C:29]([O-:31])=[O:30])[CH3:28]. The yield is 0.560. (5) The reactants are Cl.[NH2:2][C:3]1[CH:8]=[CH:7][C:6]([CH2:9][CH2:10][O:11][C:12]2[CH:17]=[CH:16][C:15]([CH2:18][C@H:19]([O:23][CH2:24][CH3:25])[C:20]([OH:22])=[O:21])=[CH:14][CH:13]=2)=[CH:5][CH:4]=1.C(=O)([O-])O.[Na+].[C:31]([C:35]1[CH:43]=[CH:42][C:38]([C:39](Cl)=[O:40])=[CH:37][CH:36]=1)([CH3:34])([CH3:33])[CH3:32].ClCCl. The catalyst is O1CCCC1.CO.ClCCl. The product is [C:31]([C:35]1[CH:36]=[CH:37][C:38]([C:39]([NH:2][C:3]2[CH:4]=[CH:5][C:6]([CH2:9][CH2:10][O:11][C:12]3[CH:17]=[CH:16][C:15]([CH2:18][C@H:19]([O:23][CH2:24][CH3:25])[C:20]([OH:22])=[O:21])=[CH:14][CH:13]=3)=[CH:7][CH:8]=2)=[O:40])=[CH:42][CH:43]=1)([CH3:34])([CH3:32])[CH3:33]. The yield is 0.890. (6) The reactants are FC(F)(F)C1C=C(NC(=O)NC2C=CC(C3SC(CCC(O)=O)=NC=3)=CC=2)C=CC=1.[C:31]1([CH3:63])[CH:36]=[CH:35][CH:34]=[C:33]([NH:37][C:38](=[O:62])[NH:39][C:40]2[CH:45]=[CH:44][C:43]([C:46]3[CH:50]=[CH:49][N:48]([CH:51]4[CH2:56][CH2:55][CH:54]([C:57]([O:59]CC)=[O:58])[CH2:53][CH2:52]4)[N:47]=3)=[CH:42][CH:41]=2)[CH:32]=1. No catalyst specified. The product is [C:31]1([CH3:63])[CH:36]=[CH:35][CH:34]=[C:33]([NH:37][C:38](=[O:62])[NH:39][C:40]2[CH:45]=[CH:44][C:43]([C:46]3[CH:50]=[CH:49][N:48]([CH:51]4[CH2:52][CH2:53][CH:54]([C:57]([OH:59])=[O:58])[CH2:55][CH2:56]4)[N:47]=3)=[CH:42][CH:41]=2)[CH:32]=1. The yield is 0.920. (7) The reactants are [O:1]=[C:2]1[NH:10]/[C:9](=[N:11]\[NH:12][C:13](=O)[CH2:14][CH2:15][CH2:16][C:17]2[O:21][N:20]=[C:19]([C:22]3[CH:27]=[CH:26][CH:25]=[CH:24][CH:23]=3)[N:18]=2)/[N:8]([CH2:29][CH2:30][CH2:31][CH2:32][CH3:33])[C:7]2[N:6]=[CH:5][NH:4][C:3]1=2. The catalyst is C1(C)C=CC=CC=1. The product is [CH2:29]([N:8]1[C:7]2[N:6]=[CH:5][NH:4][C:3]=2[C:2](=[O:1])[N:10]2[C:13]([CH2:14][CH2:15][CH2:16][C:17]3[O:21][N:20]=[C:19]([C:22]4[CH:27]=[CH:26][CH:25]=[CH:24][CH:23]=4)[N:18]=3)=[N:12][N:11]=[C:9]12)[CH2:30][CH2:31][CH2:32][CH3:33]. The yield is 0.740. (8) The reactants are [C:1]([P:5](Cl)[C:6]([CH3:9])([CH3:8])[CH3:7])([CH3:4])([CH3:3])[CH3:2].Br[C:12]1[C:21]2[C:16](=[CH:17][CH:18]=[CH:19][CH:20]=2)[CH:15]=[CH:14][CH:13]=1.[Mg].S(=O)(=O)(O)O. The catalyst is O1CCCC1.[Cu]Cl.C1(C)C=CC=CC=1. The yield is 0.854. The product is [C:1]([P:5]([C:6]([CH3:9])([CH3:8])[CH3:7])[C:20]1[C:21]2[C:16](=[CH:15][CH:14]=[CH:13][CH:12]=2)[CH:17]=[CH:18][CH:19]=1)([CH3:4])([CH3:3])[CH3:2].